Dataset: Reaction yield outcomes from USPTO patents with 853,638 reactions. Task: Predict the reaction yield, written as a fraction of the theoretical maximum amount of product (1.0 means a 100% yield; for example, 0.34 means a 34% yield). The reactants are [N:1]1[C:8](Cl)=[N:7][C:5](Cl)=[N:4][C:2]=1[Cl:3].[F:10][C:11]1[CH:17]=[CH:16][C:14]([NH2:15])=[CH:13][CH:12]=1. The catalyst is C(COC)OC. The product is [Cl:3][C:2]1[N:1]=[C:8]([NH:15][C:14]2[CH:16]=[CH:17][C:11]([F:10])=[CH:12][CH:13]=2)[N:7]=[C:5]([NH:15][C:14]2[CH:16]=[CH:17][C:11]([F:10])=[CH:12][CH:13]=2)[N:4]=1. The yield is 0.500.